This data is from Forward reaction prediction with 1.9M reactions from USPTO patents (1976-2016). The task is: Predict the product of the given reaction. (1) Given the reactants [N:1]1([CH2:7][CH2:8][CH2:9][C:10]([OH:12])=[O:11])[CH2:6][CH2:5][CH2:4][CH2:3][CH2:2]1.C1N=CN(C(N2C=NC=C2)=O)C=1.Cl.[F:26][C:27]1[C:31]([C:32]2[CH:33]=[C:34]3[C:39](=[CH:40][CH:41]=2)[N:38]=[CH:37][CH:36]=[CH:35]3)=[N:30][NH:29][C:28]=1[NH3+:42].CCN(CC)CC, predict the reaction product. The product is: [CH:10]([OH:12])=[O:11].[F:26][C:27]1[C:31]([C:32]2[CH:33]=[C:34]3[C:39](=[CH:40][CH:41]=2)[N:38]=[CH:37][CH:36]=[CH:35]3)=[N:30][NH:29][C:28]=1[NH:42][C:10](=[O:12])[CH2:9][CH2:8][CH2:7][N:1]1[CH2:2][CH2:3][CH2:4][CH2:5][CH2:6]1. (2) Given the reactants CS(O)(=O)=O.[NH2:6][CH2:7][C:8]1[CH:9]=[C:10]2[C:14](=[CH:15][CH:16]=1)[C:13](=[O:17])[N:12]([CH:18]1[CH2:23][CH2:22][C:21](=[O:24])[NH:20][C:19]1=[O:25])[CH2:11]2.[F:26][C:27]1[CH:32]=[CH:31][C:30]([N:33]=[C:34]=[O:35])=[CH:29][CH:28]=1.C(N(CC)CC)C.Cl, predict the reaction product. The product is: [O:25]=[C:19]1[CH:18]([N:12]2[CH2:11][C:10]3[C:14](=[CH:15][CH:16]=[C:8]([CH2:7][NH:6][C:34]([NH:33][C:30]4[CH:31]=[CH:32][C:27]([F:26])=[CH:28][CH:29]=4)=[O:35])[CH:9]=3)[C:13]2=[O:17])[CH2:23][CH2:22][C:21](=[O:24])[NH:20]1. (3) Given the reactants [CH3:1][O:2][C:3]1[C:10]([O:11][CH3:12])=[C:9]([O:13][CH3:14])[C:8]([O:15][CH3:16])=[CH:7][C:4]=1[CH:5]=[O:6].C(Cl)[Cl:18], predict the reaction product. The product is: [Cl:18][C:7]1[C:8]([O:15][CH3:16])=[C:9]([O:13][CH3:14])[C:10]([O:11][CH3:12])=[C:3]([O:2][CH3:1])[C:4]=1[CH:5]=[O:6]. (4) The product is: [Br:25][C:26]1[CH:34]=[CH:33][C:29]([C:30]([NH:17][CH2:16][C@@H:14]2[CH2:15][C@H:13]2[C:10]2[C:11]3[C:6]([CH:7]=[CH:8][CH:9]=2)=[N:5][N:4]([CH3:3])[CH:12]=3)=[O:31])=[CH:28][CH:27]=1. Given the reactants Cl.Cl.[CH3:3][N:4]1[CH:12]=[C:11]2[C:6]([CH:7]=[CH:8][CH:9]=[C:10]2[C@@H:13]2[CH2:15][C@H:14]2[CH2:16][NH2:17])=[N:5]1.C(N(CC)CC)C.[Br:25][C:26]1[CH:34]=[CH:33][C:29]([C:30](Cl)=[O:31])=[CH:28][CH:27]=1, predict the reaction product. (5) The product is: [C:12]([C:2]1[CH:10]=[CH:9][C:5]([C:6]([OH:8])=[O:7])=[CH:4][C:3]=1[CH3:11])#[N:13]. Given the reactants Br[C:2]1[CH:10]=[CH:9][C:5]([C:6]([OH:8])=[O:7])=[CH:4][C:3]=1[CH3:11].[CH3:12][N:13](C)C=O, predict the reaction product. (6) Given the reactants [C:1]([Mg]Cl)#[CH:2].[N:5]1[CH:10]=[CH:9][N:8]=[CH:7][C:6]=1[C:11](=[O:13])[CH3:12].C(OCC)(=O)C, predict the reaction product. The product is: [N:5]1[CH:10]=[CH:9][N:8]=[CH:7][C:6]=1[C:11]([OH:13])([C:1]#[CH:2])[CH3:12].